This data is from Forward reaction prediction with 1.9M reactions from USPTO patents (1976-2016). The task is: Predict the product of the given reaction. (1) Given the reactants [F:1][C:2]1[CH:7]=[CH:6][C:5]([C@H:8]([NH:10][C@H:11]2[CH2:15][CH2:14][C@@H:13]([C:16]3[CH:17]=[N:18][C:19](F)=[CH:20][CH:21]=3)[CH2:12]2)[CH3:9])=[CH:4][C:3]=1[O:23][CH3:24].[NH:25]1[CH2:30][CH2:29][O:28][CH2:27][CH2:26]1, predict the reaction product. The product is: [F:1][C:2]1[CH:7]=[CH:6][C:5]([C@H:8]([NH:10][C@H:11]2[CH2:15][CH2:14][C@@H:13]([C:16]3[CH:17]=[N:18][C:19]([N:25]4[CH2:30][CH2:29][O:28][CH2:27][CH2:26]4)=[CH:20][CH:21]=3)[CH2:12]2)[CH3:9])=[CH:4][C:3]=1[O:23][CH3:24]. (2) Given the reactants COC1C=CC(C[N:8]2[C:16]3[CH:15]=[CH:14][N:13]=[C:12]([NH:17][CH:18]4[CH2:23][CH2:22][O:21][CH2:20][CH2:19]4)[C:11]=3[C:10]([C:24]3[CH:25]=[C:26]([CH:32]=[C:33]([CH3:35])[N:34]=3)[C:27]([O:29]CC)=O)=[N:9]2)=CC=1.COC1C=CC([CH2:44][N:45]2[C:53]3C=CN=C(NC4CCOCC4)C=3C([Sn](C)(C)C)=N2)=CC=1.BrC1C=C(C=C(C)N=1)C(OCC)=O.[Li+].[Cl-], predict the reaction product. The product is: [CH3:44][N:45]([CH3:53])[C:27](=[O:29])[C:26]1[CH:25]=[C:24]([C:10]2[C:11]3[C:12]([NH:17][CH:18]4[CH2:19][CH2:20][O:21][CH2:22][CH2:23]4)=[N:13][CH:14]=[CH:15][C:16]=3[NH:8][N:9]=2)[N:34]=[C:33]([CH3:35])[CH:32]=1. (3) Given the reactants [Cl:1][C:2]1[CH:3]=[C:4]([CH:25]=[CH:26][C:27]=1[Cl:28])[O:5][C:6]1[CH:11]=[CH:10][CH:9]=[CH:8][C:7]=1[NH:12][S:13]([C:16]1[CH:24]=[CH:23][C:19]([C:20](O)=[O:21])=[CH:18][CH:17]=1)(=[O:15])=[O:14].C(N(CC)CC)C.CN(C(ON1N=NC2C=CC=CC1=2)=[N+](C)C)C.F[P-](F)(F)(F)(F)F.Cl.Cl.[NH:62]1[CH2:66][CH2:65][N:64]=[C:63]1[C:67]1[CH:72]=[CH:71][C:70]([CH2:73][CH2:74][NH2:75])=[CH:69][CH:68]=1, predict the reaction product. The product is: [Cl:1][C:2]1[CH:3]=[C:4]([CH:25]=[CH:26][C:27]=1[Cl:28])[O:5][C:6]1[CH:11]=[CH:10][CH:9]=[CH:8][C:7]=1[NH:12][S:13]([C:16]1[CH:24]=[CH:23][C:19]([C:20]([NH:75][CH2:74][CH2:73][C:70]2[CH:71]=[CH:72][C:67]([C:63]3[NH:64][CH2:65][CH2:66][N:62]=3)=[CH:68][CH:69]=2)=[O:21])=[CH:18][CH:17]=1)(=[O:14])=[O:15]. (4) Given the reactants [C:1]([N:4]1[C:12]2[C:7](=[CH:8][C:9]([C:21](=[O:25])[CH:22](Br)[Br:23])=[C:10]([O:13][CH2:14][C:15]3[CH:20]=[CH:19][CH:18]=[CH:17][CH:16]=3)[CH:11]=2)[C:6]([CH3:26])=[CH:5]1)(=[O:3])[CH3:2].C(N(CC)CC)C.P(OCC)(OCC)=O, predict the reaction product. The product is: [C:1]([N:4]1[C:12]2[C:7](=[CH:8][C:9]([C:21](=[O:25])[CH2:22][Br:23])=[C:10]([O:13][CH2:14][C:15]3[CH:16]=[CH:17][CH:18]=[CH:19][CH:20]=3)[CH:11]=2)[C:6]([CH3:26])=[CH:5]1)(=[O:3])[CH3:2]. (5) Given the reactants Cl[C:2]1[N:7]=[C:6]([NH:8][C:9]2[CH:14]=[CH:13][CH:12]=[CH:11][C:10]=2[S:15]([NH2:18])(=[O:17])=[O:16])[CH:5]=[CH:4][N:3]=1.[NH2:19][C:20]1[CH:28]=[C:27]2[C:23]([CH:24]=[N:25][NH:26]2)=[CH:22][CH:21]=1.Cl.C(=O)(O)[O-].[Na+], predict the reaction product. The product is: [NH:26]1[C:27]2[C:23](=[CH:22][CH:21]=[C:20]([NH:19][C:2]3[N:7]=[C:6]([NH:8][C:9]4[CH:14]=[CH:13][CH:12]=[CH:11][C:10]=4[S:15]([NH2:18])(=[O:17])=[O:16])[CH:5]=[CH:4][N:3]=3)[CH:28]=2)[CH:24]=[N:25]1. (6) The product is: [Br:11][C:12]([F:19])([F:18])[C:13]([F:17])([F:16])[CH:14]1[CH2:4][CH:5]2[CH2:6][CH:15]1[CH:2]=[CH:1]2. Given the reactants [CH2:1]1[CH:5]2[CH:6]3C=CC([CH:4]2C=[CH:2]1)C3.[Br:11][C:12]([F:19])([F:18])[C:13]([F:17])([F:16])[CH:14]=[CH2:15], predict the reaction product. (7) Given the reactants [CH3:1][C:2]1[CH:7]=[CH:6][C:5]([C:8]2[CH:9]=[N:10][NH:11][C:12]=2[NH2:13])=[CH:4][CH:3]=1.[F:14][C:15]1[CH:20]=[CH:19][C:18]([C:21](=O)[CH2:22][C:23](OCC)=[O:24])=[CH:17][CH:16]=1, predict the reaction product. The product is: [CH3:1][C:2]1[CH:3]=[CH:4][C:5]([C:8]2[CH:9]=[N:10][N:11]3[C:21]([C:18]4[CH:19]=[CH:20][C:15]([F:14])=[CH:16][CH:17]=4)=[CH:22][C:23](=[O:24])[NH:13][C:12]=23)=[CH:6][CH:7]=1. (8) Given the reactants [CH2:1]([N:8]([CH2:29][C:30]1[CH:35]=[CH:34][CH:33]=[CH:32][CH:31]=1)[C:9]1[CH:14]=[CH:13][C:12]([F:15])=[C:11]([C:16]2[C:20]([C:21]3[CH:26]=[CH:25][N:24]=[C:23](F)[CH:22]=3)=[CH:19][NH:18][N:17]=2)[C:10]=1[F:28])[C:2]1[CH:7]=[CH:6][CH:5]=[CH:4][CH:3]=1.[CH3:36][NH2:37], predict the reaction product. The product is: [CH2:29]([N:8]([CH2:1][C:2]1[CH:7]=[CH:6][CH:5]=[CH:4][CH:3]=1)[C:9]1[C:10]([F:28])=[C:11]([C:16]2[C:20]([C:21]3[CH:26]=[CH:25][N:24]=[C:23]([NH:37][CH3:36])[CH:22]=3)=[CH:19][NH:18][N:17]=2)[C:12]([F:15])=[CH:13][CH:14]=1)[C:30]1[CH:31]=[CH:32][CH:33]=[CH:34][CH:35]=1. (9) Given the reactants [Br:1][C:2]1[CH:3]=[C:4]([N:11]([CH2:19][CH2:20][C:21]([F:24])([F:23])[F:22])[C:12](=[O:18])[O:13][C:14]([CH3:17])([CH3:16])[CH3:15])[C:5]2[N:6]([CH:8]=[CH:9][N:10]=2)[CH:7]=1.[I:25]N1C(=O)CCC1=O.C(OCC)(=O)C, predict the reaction product. The product is: [Br:1][C:2]1[CH:3]=[C:4]([N:11]([CH2:19][CH2:20][C:21]([F:22])([F:23])[F:24])[C:12](=[O:18])[O:13][C:14]([CH3:16])([CH3:17])[CH3:15])[C:5]2[N:6]([C:8]([I:25])=[CH:9][N:10]=2)[CH:7]=1.